Dataset: Forward reaction prediction with 1.9M reactions from USPTO patents (1976-2016). Task: Predict the product of the given reaction. (1) Given the reactants C1(C)C=CC(S(O)(=O)=O)=CC=1.O[C:13]1([C:25]2[NH:26][CH:27]=[N:28][CH:29]=2)[CH2:22][CH2:21][CH2:20][C:19]2[CH:18]=[C:17]([C:23]#[N:24])[CH:16]=[CH:15][C:14]1=2.[SH:30][CH2:31][CH2:32][OH:33], predict the reaction product. The product is: [OH:33][CH2:32][CH2:31][S:30][C:18]1[C:19]2[CH2:20][CH2:21][CH2:22][CH:13]([C:25]3[N:26]=[CH:27][NH:28][CH:29]=3)[C:14]=2[CH:15]=[CH:16][C:17]=1[C:23]#[N:24]. (2) Given the reactants C(O)(=O)C.[CH2:5]([O:7][C:8]1[CH:13]=[CH:12][C:11]([O:14]B(O)O)=[C:10]([C:18]([F:21])([F:20])[F:19])[CH:9]=1)[CH3:6].O.OO.S([O-])(O)=O.[Na+], predict the reaction product. The product is: [CH2:5]([O:7][C:8]1[CH:13]=[CH:12][C:11]([OH:14])=[C:10]([C:18]([F:19])([F:20])[F:21])[CH:9]=1)[CH3:6]. (3) The product is: [CH3:25][O:24][C:7]1[CH:6]=[CH:5][C:4]2[N:3]=[C:2]([NH:26][C:27]3[CH:32]=[CH:31][C:30]([S:33]([NH2:36])(=[O:34])=[O:35])=[CH:29][CH:28]=3)[C:11]3=[N:12][NH:13][CH:14]=[C:10]3[C:9]=2[CH:8]=1. Given the reactants Cl[C:2]1[C:11]2=[N:12][N:13](CC3C=CC(OC)=CC=3)[CH:14]=[C:10]2[C:9]2[CH:8]=[C:7]([O:24][CH3:25])[CH:6]=[CH:5][C:4]=2[N:3]=1.[NH2:26][C:27]1[CH:32]=[CH:31][C:30]([S:33]([NH2:36])(=[O:35])=[O:34])=[CH:29][CH:28]=1.Cl, predict the reaction product. (4) Given the reactants [CH2:1]([O:3][C:4]1[CH:5]=[C:6]([CH:10]=[CH:11][CH:12]=1)[C:7](Cl)=[O:8])[CH3:2].[Cl:13][C:14]1[CH:19]=[CH:18][C:17]([C:20]2[CH:24]=[C:23]([NH2:25])[O:22][N:21]=2)=[CH:16][CH:15]=1.CC(N(C)C)=O, predict the reaction product. The product is: [Cl:13][C:14]1[CH:15]=[CH:16][C:17]([C:20]2[CH:24]=[C:23]([NH:25][C:7](=[O:8])[C:6]3[CH:10]=[CH:11][CH:12]=[C:4]([O:3][CH2:1][CH3:2])[CH:5]=3)[O:22][N:21]=2)=[CH:18][CH:19]=1. (5) Given the reactants [CH2:1]([O:8][N:9]([C:44]([O:46][C:47]([CH3:50])([CH3:49])[CH3:48])=[O:45])[C@H:10]1[CH2:15][N:14]([C:16]([O:18][CH2:19][CH:20]2[C:32]3[CH:31]=[CH:30][CH:29]=[CH:28][C:27]=3[C:26]3[C:21]2=[CH:22][CH:23]=[CH:24][CH:25]=3)=[O:17])[CH:13]([C:33]#[N:34])[C:12]([CH2:35][O:36][Si:37]([C:40]([CH3:43])([CH3:42])[CH3:41])([CH3:39])[CH3:38])=[CH:11]1)[C:2]1[CH:7]=[CH:6][CH:5]=[CH:4][CH:3]=1.C(=N[OH:54])C, predict the reaction product. The product is: [CH2:1]([O:8][N:9]([C:44]([O:46][C:47]([CH3:50])([CH3:49])[CH3:48])=[O:45])[C@H:10]1[CH2:15][N:14]([C:16]([O:18][CH2:19][CH:20]2[C:21]3[CH:22]=[CH:23][CH:24]=[CH:25][C:26]=3[C:27]3[C:32]2=[CH:31][CH:30]=[CH:29][CH:28]=3)=[O:17])[CH:13]([C:33](=[O:54])[NH2:34])[C:12]([CH2:35][O:36][Si:37]([C:40]([CH3:41])([CH3:42])[CH3:43])([CH3:39])[CH3:38])=[CH:11]1)[C:2]1[CH:7]=[CH:6][CH:5]=[CH:4][CH:3]=1. (6) The product is: [CH3:1][C:2]1[N:3]=[C:4]([NH:7][C:9]2[CH:14]=[C:13]([O:15][CH:16]3[CH2:17][CH2:18][N:19]([C:22]([O:24][C:25]([CH3:28])([CH3:27])[CH3:26])=[O:23])[CH2:20][CH2:21]3)[CH:12]=[CH:11][N:10]=2)[S:5][CH:6]=1. Given the reactants [CH3:1][C:2]1[N:3]=[C:4]([NH2:7])[S:5][CH:6]=1.Cl[C:9]1[CH:14]=[C:13]([O:15][CH:16]2[CH2:21][CH2:20][N:19]([C:22]([O:24][C:25]([CH3:28])([CH3:27])[CH3:26])=[O:23])[CH2:18][CH2:17]2)[CH:12]=[CH:11][N:10]=1.P([O-])([O-])([O-])=O.[K+].[K+].[K+], predict the reaction product. (7) The product is: [F:23][C:22]1[C:16]2[O:15][CH2:14][CH:13]([CH2:12][N:27]([CH2:25][CH3:26])[CH2:28][CH2:29][CH3:30])[O:18][C:17]=2[CH:19]=[C:20]([F:24])[CH:21]=1. Given the reactants CC1C=CC(S(O[CH2:12][CH:13]2[O:18][C:17]3[CH:19]=[C:20]([F:24])[CH:21]=[C:22]([F:23])[C:16]=3[O:15][CH2:14]2)(=O)=O)=CC=1.[CH2:25]([NH:27][CH2:28][CH2:29][CH3:30])[CH3:26], predict the reaction product. (8) Given the reactants [C:1]1([CH:7]([C:21]2[CH:26]=[CH:25][CH:24]=[CH:23][CH:22]=2)[CH2:8][NH:9][C:10]2[N:18]=[C:17]([C:19]#[N:20])[N:16]=[C:15]3[C:11]=2[N:12]=[CH:13][NH:14]3)[CH:6]=[CH:5][CH:4]=[CH:3][CH:2]=1.[C:27]([O:30][C@H:31]1[C@@H:35]([O:36][C:37](=[O:39])[CH3:38])[C@H:34](OC(=O)C)[O:33][C@@H:32]1[CH2:44][O:45][C:46](=[O:48])[CH3:47])(=[O:29])[CH3:28].C[Si](OS(C(F)(F)F)(=O)=O)(C)C.C(OCC)(=O)C, predict the reaction product. The product is: [C:27]([O:30][C@H:31]1[C@@H:35]([O:36][C:37](=[O:39])[CH3:38])[C@H:34]([N:14]2[CH:13]=[N:12][C:11]3[C:15]2=[N:16][C:17]([C:19]#[N:20])=[N:18][C:10]=3[NH:9][CH2:8][CH:7]([C:1]2[CH:2]=[CH:3][CH:4]=[CH:5][CH:6]=2)[C:21]2[CH:26]=[CH:25][CH:24]=[CH:23][CH:22]=2)[O:33][C@@H:32]1[CH2:44][O:45][C:46](=[O:48])[CH3:47])(=[O:29])[CH3:28].